From a dataset of Forward reaction prediction with 1.9M reactions from USPTO patents (1976-2016). Predict the product of the given reaction. Given the reactants [CH3:1][O:2][C:3]([C:5]1[N:9]([CH3:10])[C:8](Br)=[N:7][CH:6]=1)=[O:4].[C:12]1(B(O)O)[CH:17]=[CH:16][CH:15]=[CH:14][CH:13]=1.C([O-])([O-])=O.[K+].[K+], predict the reaction product. The product is: [CH3:10][N:9]1[C:5]([C:3]([O:2][CH3:1])=[O:4])=[CH:6][N:7]=[C:8]1[C:12]1[CH:17]=[CH:16][CH:15]=[CH:14][CH:13]=1.